This data is from Reaction yield outcomes from USPTO patents with 853,638 reactions. The task is: Predict the reaction yield, written as a fraction of the theoretical maximum amount of product (1.0 means a 100% yield; for example, 0.34 means a 34% yield). The catalyst is O.CS(C)=O.C(OCC)(=O)C. The reactants are [O:1]1[CH:5]=[CH:4][CH:3]=[C:2]1[C:6]1[O:7][C:8]([CH3:29])=[C:9]([CH2:11][O:12][C:13]2[CH:28]=[CH:27][C:16]([CH2:17][O:18][C:19]3[C:24]([CH2:25]O)=[CH:23][CH:22]=[CH:21][N:20]=3)=[CH:15][CH:14]=2)[N:10]=1.[CH2:30]([N:32](CC)CC)C.CS(Cl)(=O)=O.[C-]#N.[Na+]. The product is [O:1]1[CH:5]=[CH:4][CH:3]=[C:2]1[C:6]1[O:7][C:8]([CH3:29])=[C:9]([CH2:11][O:12][C:13]2[CH:28]=[CH:27][C:16]([CH2:17][O:18][C:19]3[C:24]([CH2:25][C:30]#[N:32])=[CH:23][CH:22]=[CH:21][N:20]=3)=[CH:15][CH:14]=2)[N:10]=1. The yield is 0.750.